This data is from Reaction yield outcomes from USPTO patents with 853,638 reactions. The task is: Predict the reaction yield, written as a fraction of the theoretical maximum amount of product (1.0 means a 100% yield; for example, 0.34 means a 34% yield). (1) The reactants are [NH2:1][C:2]1[C:7]([C:8]([O:10][CH3:11])=[O:9])=[CH:6][N:5]=[CH:4][C:3]=1[C:12]1[CH2:13][CH2:14][O:15][CH2:16][CH:17]=1. The catalyst is [Pd].CCOC(C)=O.CO. The product is [NH2:1][C:2]1[C:7]([C:8]([O:10][CH3:11])=[O:9])=[CH:6][N:5]=[CH:4][C:3]=1[CH:12]1[CH2:17][CH2:16][O:15][CH2:14][CH2:13]1. The yield is 0.860. (2) The reactants are [CH3:1][O:2][C:3]1[CH:23]=[CH:22][C:6]([O:7][C:8]2[CH:13]=[C:12]([CH3:14])[C:11]([C:15]3[N:16]=[C:17]([NH2:20])[S:18][CH:19]=3)=[C:10]([CH3:21])[CH:9]=2)=[CH:5][CH:4]=1.[C:24]([O-])(=[O:26])[CH3:25].[Na+].O. The catalyst is C(OC(=O)C)(=O)C. The product is [CH3:1][O:2][C:3]1[CH:4]=[CH:5][C:6]([O:7][C:8]2[CH:9]=[C:10]([CH3:21])[C:11]([C:15]3[N:16]=[C:17]([NH:20][C:24](=[O:26])[CH3:25])[S:18][CH:19]=3)=[C:12]([CH3:14])[CH:13]=2)=[CH:22][CH:23]=1. The yield is 0.820. (3) The reactants are [S:1]1[CH:5]=[CH:4][CH:3]=[C:2]1[SH:6].[CH3:7][C:8]([CH3:11])([O-])C.[K+].C1(Br)CC1. The catalyst is CN(C=O)C.C(OCC)(=O)C. The product is [CH:11]1([S:6][C:2]2[S:1][CH:5]=[CH:4][CH:3]=2)[CH2:8][CH2:7]1. The yield is 0.590. (4) The product is [Cl:12][C:8]1[C:9]([Cl:11])=[N:10][C:2]([O:13][CH2:14][CH2:15][CH2:16][C:17]2([OH:20])[CH2:19][CH2:18]2)=[C:3]([CH:7]=1)[C:4]([NH2:6])=[O:5]. The yield is 0.730. The reactants are Cl[C:2]1[N:10]=[C:9]([Cl:11])[C:8]([Cl:12])=[CH:7][C:3]=1[C:4]([NH2:6])=[O:5].[OH:13][CH2:14][CH2:15][CH2:16][C:17]1([OH:20])[CH2:19][CH2:18]1.C(O[K])(C)(C)C.O. The catalyst is CN(C=O)C. (5) The reactants are [C:1]([CH2:7][C:8]#[N:9])(=[O:6])[C:2]([CH3:5])([CH3:4])[CH3:3].[Br:10]N1C(=O)CCC1=O. The catalyst is C(Cl)(Cl)(Cl)Cl. The product is [Br:10][CH:7]([C:1](=[O:6])[C:2]([CH3:5])([CH3:4])[CH3:3])[C:8]#[N:9]. The yield is 0.879. (6) The reactants are C1(P(C2C=CC=CC=2)C2C=CC=CC=2)C=CC=CC=1.BrN1C(=O)CCC1=O.[CH:28]1([CH2:33][C@H:34]([C:38]2[CH:43]=[CH:42][C:41]([S:44]([CH3:47])(=[O:46])=[O:45])=[CH:40][CH:39]=2)[C:35]([OH:37])=O)[CH2:32][CH2:31][CH2:30][CH2:29]1.[NH2:48][C:49]1[S:50][CH:51]=[C:52]([CH3:54])[N:53]=1.Cl. The catalyst is C(Cl)Cl.O.C(OCC)(=O)C. The product is [CH:28]1([CH2:33][C@H:34]([C:38]2[CH:43]=[CH:42][C:41]([S:44]([CH3:47])(=[O:46])=[O:45])=[CH:40][CH:39]=2)[C:35]([NH:48][C:49]2[S:50][CH:51]=[C:52]([CH3:54])[N:53]=2)=[O:37])[CH2:29][CH2:30][CH2:31][CH2:32]1. The yield is 0.480. (7) The reactants are Br[C:2]1[CH:7]=[CH:6][C:5]([C:8]2[N:13]([CH2:14][C:15]3[CH:20]=[CH:19][C:18]([CH3:21])=[CH:17][C:16]=3[CH3:22])[C:12](=[O:23])[C:11]([C:24]#[N:25])=[C:10]([CH3:26])[CH:9]=2)=[CH:4][CH:3]=1.[CH2:27]([O:29][C:30]([C:32]1[NH:33][C:34]2[C:39]([CH:40]=1)=[CH:38][C:37]([OH:41])=[CH:36][CH:35]=2)=[O:31])[CH3:28].[O-]P([O-])([O-])=O.[K+].[K+].[K+].C(P(C(C)(C)C)C1C=CC2C(=CC=CC=2)C=1C1C2C(=CC=CC=2)C=CC=1)(C)(C)C. The catalyst is CCOC(C)=O.C([O-])(=O)C.[Pd+2].C([O-])(=O)C.C1(C)C=CC=CC=1. The product is [C:24]([C:11]1[C:12](=[O:23])[N:13]([CH2:14][C:15]2[CH:20]=[CH:19][C:18]([CH3:21])=[CH:17][C:16]=2[CH3:22])[C:8]([C:5]2[CH:6]=[CH:7][C:2]([O:41][C:37]3[CH:38]=[C:39]4[C:34](=[CH:35][CH:36]=3)[NH:33][C:32]([C:30]([O:29][CH2:27][CH3:28])=[O:31])=[CH:40]4)=[CH:3][CH:4]=2)=[CH:9][C:10]=1[CH3:26])#[N:25]. The yield is 0.110.